Dataset: Reaction yield outcomes from USPTO patents with 853,638 reactions. Task: Predict the reaction yield, written as a fraction of the theoretical maximum amount of product (1.0 means a 100% yield; for example, 0.34 means a 34% yield). (1) The reactants are [CH3:1][N:2]1[C:10]2[C:9]([O:11][C:12]3[C:21]4[C:16](=[CH:17][CH:18]=[CH:19][CH:20]=4)[C:15]([NH2:22])=[CH:14][CH:13]=3)=[N:8][CH:7]=[N:6][C:5]=2[CH:4]=[CH:3]1.C(N(CC)CC)C.[F:30][C:31]([F:42])([F:41])[C:32]1[CH:33]=[C:34]([N:38]=[C:39]=[O:40])[CH:35]=[CH:36][CH:37]=1. The catalyst is O1CCCC1. The product is [CH3:1][N:2]1[C:10]2[C:9]([O:11][C:12]3[C:21]4[C:16](=[CH:17][CH:18]=[CH:19][CH:20]=4)[C:15]([NH:22][C:39]([NH:38][C:34]4[CH:35]=[CH:36][CH:37]=[C:32]([C:31]([F:30])([F:41])[F:42])[CH:33]=4)=[O:40])=[CH:14][CH:13]=3)=[N:8][CH:7]=[N:6][C:5]=2[CH:4]=[CH:3]1. The yield is 0.270. (2) The reactants are [CH3:1][C:2]1[N:3]=[CH:4][C:5]([CH2:8][NH:9][C:10]([NH:12][C:13]2[CH:18]=[CH:17][C:16]([N:19]3[CH2:24][CH2:23][O:22][CH2:21][CH2:20]3)=[CH:15][CH:14]=2)=[S:11])=[N:6][CH:7]=1.[CH3:25][C:26]([O-])=[O:27].[Na+].BrCC(OCC)=O. The catalyst is C(O)C. The product is [CH3:1][C:2]1[N:3]=[CH:4][C:5]([CH2:8][N:9]2[C:26](=[O:27])[CH2:25][S:11][C:10]2=[N:12][C:13]2[CH:14]=[CH:15][C:16]([N:19]3[CH2:24][CH2:23][O:22][CH2:21][CH2:20]3)=[CH:17][CH:18]=2)=[N:6][CH:7]=1. The yield is 0.730. (3) The reactants are [O:1]1CCO[CH:2]1[C:6]1[CH:11]=[CH:10][C:9]([CH:12]2[C:16]3[C:17]([CH3:31])=[C:18]([NH:23][C:24](=[O:30])[CH2:25][C:26]([CH3:29])([CH3:28])[CH3:27])[C:19]([CH3:22])=[C:20]([CH3:21])[C:15]=3[O:14][CH2:13]2)=[CH:8][CH:7]=1. The catalyst is C(OCC)(=O)C.CCCCCC. The product is [CH:2]([C:6]1[CH:11]=[CH:10][C:9]([CH:12]2[C:16]3[C:17]([CH3:31])=[C:18]([NH:23][C:24](=[O:30])[CH2:25][C:26]([CH3:27])([CH3:28])[CH3:29])[C:19]([CH3:22])=[C:20]([CH3:21])[C:15]=3[O:14][CH2:13]2)=[CH:8][CH:7]=1)=[O:1]. The yield is 0.950. (4) The reactants are Cl[C:2]1[C:7]([N+:8]([O-:10])=[O:9])=[C:6]([O:11][CH3:12])[N:5]=[C:4]([O:13][CH3:14])[N:3]=1.[C:15]([CH2:17][C:18]1[CH:19]=[C:20]([CH:23]=[C:24]([CH3:26])[CH:25]=1)[C:21]#[N:22])#[N:16].[H-].[Na+]. The catalyst is CN(C=O)C. The product is [C:15]([CH:17]([C:2]1[C:7]([N+:8]([O-:10])=[O:9])=[C:6]([O:11][CH3:12])[N:5]=[C:4]([O:13][CH3:14])[N:3]=1)[C:18]1[CH:19]=[C:20]([CH:23]=[C:24]([CH3:26])[CH:25]=1)[C:21]#[N:22])#[N:16]. The yield is 0.980. (5) The catalyst is C(#N)C.C([O-])(=O)C.[Pd+2].C([O-])(=O)C. The reactants are [N:1]1([CH2:8][CH2:9][O:10][C:11]2[CH:37]=[CH:36][C:14]([O:15][C:16]3[C:25]4[C:20](=[CH:21][C:22]([O:26][CH3:27])=[CH:23][CH:24]=4)[CH:19]=[CH:18][C:17]=3OS(C(F)(F)F)(=O)=O)=[CH:13][CH:12]=2)[CH2:7][CH2:6][CH2:5][CH2:4][CH2:3][CH2:2]1.[F-].[Cs+].[F:40][C:41]1(B(O)O)[CH:46]=[CH:45][CH:44]=[C:43]([F:47])[CH2:42]1.C1(P(C2CCCCC2)C2CCCCC2)CCCCC1. The yield is 0.980. The product is [F:40][C:41]1[CH:46]=[C:45]([C:17]2[CH:18]=[CH:19][C:20]3[C:25](=[CH:24][CH:23]=[C:22]([O:26][CH3:27])[CH:21]=3)[C:16]=2[O:15][C:14]2[CH:13]=[CH:12][C:11]([O:10][CH2:9][CH2:8][N:1]3[CH2:7][CH2:6][CH2:5][CH2:4][CH2:3][CH2:2]3)=[CH:37][CH:36]=2)[CH:44]=[C:43]([F:47])[CH:42]=1. (6) The reactants are [Cl:1][C:2]1[CH:3]=[C:4]([CH:6]=[C:7]([Cl:9])[CH:8]=1)[NH2:5].[CH2:10]([C:12](=O)[C:13]([O-:15])=[O:14])[CH3:11].[CH:17]1[CH2:21]CC[CH:18]=1.F[C:23](F)(F)[C:24](O)=O. The catalyst is C(#N)C. The product is [CH2:23]([O:15][C:13]([CH:12]1[CH:10]2[CH2:18][CH2:17][CH2:21][CH:11]2[C:3]2[C:2]([Cl:1])=[CH:8][C:7]([Cl:9])=[CH:6][C:4]=2[NH:5]1)=[O:14])[CH3:24]. The yield is 0.890. (7) The reactants are [N:1]12[CH2:8][CH2:7][CH:4]([CH2:5][CH2:6]1)[C:3](=[O:9])[CH2:2]2.[CH:10](=O)[C:11]1[CH:16]=[CH:15][CH:14]=[CH:13][CH:12]=1.[OH-].[Na+]. The catalyst is C(O)C. The product is [CH:10](=[C:2]1/[N:1]2[CH2:8][CH2:7][CH:4]([C:3]/1=[O:9])[CH2:5][CH2:6]2)/[C:11]1[CH:16]=[CH:15][CH:14]=[CH:13][CH:12]=1. The yield is 0.912.